The task is: Regression. Given two drug SMILES strings and cell line genomic features, predict the synergy score measuring deviation from expected non-interaction effect.. This data is from NCI-60 drug combinations with 297,098 pairs across 59 cell lines. Synergy scores: CSS=55.3, Synergy_ZIP=4.21, Synergy_Bliss=3.49, Synergy_Loewe=-45.5, Synergy_HSA=3.60. Cell line: RPMI-8226. Drug 2: CCCCCOC(=O)NC1=NC(=O)N(C=C1F)C2C(C(C(O2)C)O)O. Drug 1: COC1=CC(=CC(=C1O)OC)C2C3C(COC3=O)C(C4=CC5=C(C=C24)OCO5)OC6C(C(C7C(O6)COC(O7)C8=CC=CS8)O)O.